Dataset: Forward reaction prediction with 1.9M reactions from USPTO patents (1976-2016). Task: Predict the product of the given reaction. (1) The product is: [CH3:15][C:9]1[C:10]([CH3:14])=[CH:11][CH:12]=[CH:13][C:8]=1[C:6]1[N:5]=[C:4]([NH2:16])[N:3]=[C:2]([NH:26][CH2:25][C:23]2[CH:22]=[CH:21][N:20]=[C:19]([O:18][CH3:17])[CH:24]=2)[CH:7]=1. Given the reactants Cl[C:2]1[CH:7]=[C:6]([C:8]2[CH:13]=[CH:12][CH:11]=[C:10]([CH3:14])[C:9]=2[CH3:15])[N:5]=[C:4]([NH2:16])[N:3]=1.[CH3:17][O:18][C:19]1[CH:24]=[C:23]([CH2:25][NH2:26])[CH:22]=[CH:21][N:20]=1.CCN(CC)CC.C(O)CCC, predict the reaction product. (2) Given the reactants [CH:1]1([NH:4][C:5]2[C:14]3[C:9](=[CH:10][C:11]([O:17][CH2:18][C:19]4[CH:20]=[C:21]([S:25]([CH2:33][CH3:34])(=[N:27]C(OCC)=O)=[O:26])[CH:22]=[CH:23][CH:24]=4)=[C:12]([O:15][CH3:16])[CH:13]=3)[N:8]=[CH:7][N:6]=2)[CH2:3][CH2:2]1.ClCCl.CO, predict the reaction product. The product is: [CH:1]1([NH:4][C:5]2[C:14]3[C:9](=[CH:10][C:11]([O:17][CH2:18][C:19]4[CH:20]=[C:21]([S:25]([CH2:33][CH3:34])(=[NH:27])=[O:26])[CH:22]=[CH:23][CH:24]=4)=[C:12]([O:15][CH3:16])[CH:13]=3)[N:8]=[CH:7][N:6]=2)[CH2:3][CH2:2]1. (3) Given the reactants Br[C:2]1[CH:7]=[CH:6][CH:5]=[CH:4][N:3]=1.C([Li])(C)(C)C.[Br:13][C:14]1[CH:19]=[CH:18][C:17](I)=[CH:16][CH:15]=1.N, predict the reaction product. The product is: [Br:13][C:14]1[CH:19]=[CH:18][C:17]([C:2]2[CH:7]=[CH:6][CH:5]=[CH:4][N:3]=2)=[CH:16][CH:15]=1. (4) Given the reactants Cl[CH2:2][CH2:3][CH2:4][S:5]([N:8]1[CH2:13][CH2:12][CH:11]([C:14]2[C:22]3[C:17](=[C:18]([C:28]([NH2:30])=[O:29])[CH:19]=[C:20]([C:23]4[CH:27]=[CH:26][S:25][CH:24]=4)[CH:21]=3)[NH:16][CH:15]=2)[CH2:10][CH2:9]1)(=[O:7])=[O:6].[O-:31][CH2:32][CH3:33].[Na+], predict the reaction product. The product is: [CH2:32]([O:31][CH2:2][CH2:3][CH2:4][S:5]([N:8]1[CH2:13][CH2:12][CH:11]([C:14]2[C:22]3[C:17](=[C:18]([C:28]([NH2:30])=[O:29])[CH:19]=[C:20]([C:23]4[CH:27]=[CH:26][S:25][CH:24]=4)[CH:21]=3)[NH:16][CH:15]=2)[CH2:10][CH2:9]1)(=[O:7])=[O:6])[CH3:33]. (5) The product is: [Cl:1][C:2]1[C:3]([OH:12])=[C:4]([CH:8]=[C:9]([Cl:11])[CH:10]=1)[C:5]([Cl:15])=[O:6]. Given the reactants [Cl:1][C:2]1[CH:10]=[C:9]([Cl:11])[CH:8]=[C:4]([C:5](O)=[O:6])[C:3]=1[OH:12].S(Cl)([Cl:15])=O.CN(C=O)C, predict the reaction product. (6) The product is: [OH:12][C:5]1[CH:4]=[CH:3][C:2]([NH:1][S:20]([CH3:19])(=[O:22])=[O:21])=[CH:11][C:6]=1[C:7]([O:9][CH3:10])=[O:8]. Given the reactants [NH2:1][C:2]1[CH:3]=[CH:4][C:5]([OH:12])=[C:6]([CH:11]=1)[C:7]([O:9][CH3:10])=[O:8].N1C=CC=CC=1.[CH3:19][S:20](Cl)(=[O:22])=[O:21].Cl, predict the reaction product. (7) Given the reactants [C:1]([NH:4][CH:5]([C:7]1[CH:15]=[CH:14][C:10]([C:11]([OH:13])=O)=[CH:9][CH:8]=1)[CH3:6])(=[O:3])[CH3:2].Cl.CN(C)CCCN=C=NCC.C(N(CC)CC)C.[NH2:35][CH2:36][C:37]1[C:38]([OH:45])=[N:39][C:40]([CH3:44])=[CH:41][C:42]=1[CH3:43], predict the reaction product. The product is: [C:1]([NH:4][CH:5]([C:7]1[CH:8]=[CH:9][C:10]([C:11]([NH:35][CH2:36][C:37]2[C:38]([OH:45])=[N:39][C:40]([CH3:44])=[CH:41][C:42]=2[CH3:43])=[O:13])=[CH:14][CH:15]=1)[CH3:6])(=[O:3])[CH3:2]. (8) Given the reactants [C:1]([C:5]1[CH:6]=[C:7]([NH2:38])[N:8]([C:10]2[CH:15]=[CH:14][C:13]([CH2:16][O:17][Si:18]([CH:25]([CH3:27])[CH3:26])([CH:22]([CH3:24])[CH3:23])[CH:19]([CH3:21])[CH3:20])=[C:12]([O:28][CH2:29][CH2:30][O:31]C3CCCCO3)[CH:11]=2)[N:9]=1)([CH3:4])([CH3:3])[CH3:2].[CH3:39][C@H:40]1[CH2:45][CH2:44][CH2:43][C@@H:42]([CH3:46])[N:41]1[C:47]1[N:51]2[CH:52]=[C:53]([O:56][C@H:57]3[C:66]4[C:61](=[CH:62][CH:63]=[CH:64][CH:65]=4)[C@@H:60]([NH2:67])[CH2:59][CH2:58]3)[CH:54]=[CH:55][C:50]2=[N:49][N:48]=1.CCN(C(C)C)C(C)C.C1(C)C=CC(S([O-])(=O)=O)=CC=1.[NH+]1C=CC=CC=1.[O:94]1CCOC[CH2:95]1, predict the reaction product. The product is: [C:1]([C:5]1[CH:6]=[C:7]([NH:38][C:95]([NH:67][C@@H:60]2[C:61]3[C:66](=[CH:65][CH:64]=[CH:63][CH:62]=3)[C@H:57]([O:56][C:53]3[CH:54]=[CH:55][C:50]4[N:51]([C:47]([N:41]5[C@H:40]([CH3:39])[CH2:45][CH2:44][CH2:43][C@@H:42]5[CH3:46])=[N:48][N:49]=4)[CH:52]=3)[CH2:58][CH2:59]2)=[O:94])[N:8]([C:10]2[CH:15]=[CH:14][C:13]([CH2:16][O:17][Si:18]([CH:22]([CH3:24])[CH3:23])([CH:19]([CH3:20])[CH3:21])[CH:25]([CH3:27])[CH3:26])=[C:12]([O:28][CH2:29][CH2:30][OH:31])[CH:11]=2)[N:9]=1)([CH3:2])([CH3:4])[CH3:3]. (9) Given the reactants [O:1]1[CH2:6][CH2:5][CH2:4][CH2:3][CH:2]1[N:7]1[CH:15]=[N:14][C:13]2[C:8]1=[N:9][CH:10]=[N:11][C:12]=2[C:16]1[CH:22]=[CH:21][CH:20]=[CH:19][C:17]=1[NH2:18].[F:23][C:24]1[C:29](I)=[C:28]([F:31])[CH:27]=[CH:26][C:25]=1[NH:32][S:33]([CH2:36][CH2:37][CH3:38])(=[O:35])=[O:34].N#N.C([O-])([O-])=O.[K+].[K+], predict the reaction product. The product is: [F:23][C:24]1[C:29]([NH:18][C:17]2[CH:19]=[CH:20][CH:21]=[CH:22][C:16]=2[C:12]2[N:11]=[CH:10][N:9]=[C:8]3[C:13]=2[N:14]=[CH:15][N:7]3[CH:2]2[CH2:3][CH2:4][CH2:5][CH2:6][O:1]2)=[C:28]([F:31])[CH:27]=[CH:26][C:25]=1[NH:32][S:33]([CH2:36][CH2:37][CH3:38])(=[O:35])=[O:34]. (10) Given the reactants [CH3:1][C:2]1[N:7]=[C:6]([CH2:8][C:9](OC)=[O:10])[CH:5]=[C:4]([C:13]([F:16])([F:15])[F:14])[CH:3]=1.[NH3:17].CO, predict the reaction product. The product is: [CH3:1][C:2]1[N:7]=[C:6]([CH2:8][C:9]([NH2:17])=[O:10])[CH:5]=[C:4]([C:13]([F:16])([F:15])[F:14])[CH:3]=1.